Regression/Classification. Given a drug SMILES string, predict its absorption, distribution, metabolism, or excretion properties. Task type varies by dataset: regression for continuous measurements (e.g., permeability, clearance, half-life) or binary classification for categorical outcomes (e.g., BBB penetration, CYP inhibition). For this dataset (lipophilicity_astrazeneca), we predict Y. From a dataset of Experimental lipophilicity measurements (octanol/water distribution) for 4,200 compounds from AstraZeneca. (1) The compound is CCN1CCN(C(=O)c2cc3cc(F)ccc3[nH]2)CC1. The Y is 2.28 logD. (2) The Y is 4.31 logD. The compound is C(#Cc1n[nH]c2ccccc12)c1ccccc1. (3) The drug is NC(=O)Nc1sc(-c2ccccc2)cc1C(N)=O. The Y is 2.42 logD. (4) The molecule is O=S(=O)(CCCOCCNc1ccccc1)CCNCCc1ccc(O)c2nc(O)sc12. The Y is 1.98 logD.